The task is: Predict the product of the given reaction.. This data is from Forward reaction prediction with 1.9M reactions from USPTO patents (1976-2016). (1) Given the reactants C(C1C=C(C=CC=1)OCC1C=CC=CC=1C1SC(NC(=O)[C@@H](NC(=O)[C@@H](O)C(C)(C)C)CCC)=NC=1)#N.[C:38]([C:40]1C=C[CH:72]=[CH:71][C:41]=1[O:42][CH2:43][C:44]1[CH:49]=[CH:48][CH:47]=[CH:46][C:45]=1[C:50]1[S:54][C:53]([NH:55][C:56](=[O:70])[C@@H:57]([NH:61][C:62](=[O:69])[C@@H:63]([OH:68])[C:64]([CH3:67])([CH3:66])[CH3:65])[CH2:58][CH2:59][CH3:60])=[N:52][CH:51]=1)#[N:39].C(C1C=C(O)C=CC=1)#N.C(C1C=CC=CC=1O)#N, predict the reaction product. The product is: [OH:68][C@@H:63]([C:64]([CH3:67])([CH3:65])[CH3:66])[C:62]([NH:61][C@@H:57]([CH2:58][CH2:59][CH3:60])[C:56]([NH:55][C:53]1[S:54][C:50]([C:45]2[CH:46]=[CH:47][CH:48]=[CH:49][C:44]=2[CH2:43][O:42][C:41]2[CH:40]=[CH:38][N:39]=[CH:72][CH:71]=2)=[CH:51][N:52]=1)=[O:70])=[O:69]. (2) Given the reactants [O:1]1[CH:5]=[CH:4][N:3]=[C:2]1[C:6]1([OH:11])[CH2:10][CH2:9][CH2:8][CH2:7]1.C([Li])CCC.[I:17]I, predict the reaction product. The product is: [I:17][C:5]1[O:1][C:2]([C:6]2([OH:11])[CH2:10][CH2:9][CH2:8][CH2:7]2)=[N:3][CH:4]=1. (3) Given the reactants [OH:1][C:2]1[CH:11]=[C:10]2[C:5]([CH2:6][CH2:7][CH2:8][C:9]2=[O:12])=[CH:4][CH:3]=1.C(=O)([O-])[O-].[Cs+].[Cs+].I[CH:20]([CH3:22])[CH3:21], predict the reaction product. The product is: [CH3:21][CH:20]([O:1][C:2]1[CH:11]=[C:10]2[C:5]([CH2:6][CH2:7][CH2:8][C:9]2=[O:12])=[CH:4][CH:3]=1)[CH3:22].